From a dataset of Catalyst prediction with 721,799 reactions and 888 catalyst types from USPTO. Predict which catalyst facilitates the given reaction. (1) Reactant: [Br:1][C:2]1[CH:12]=[CH:11][C:5]([C:6](OCC)=[O:7])=[CH:4][C:3]=1[O:13][CH2:14][C:15]1[CH:20]=[CH:19][CH:18]=[CH:17][CH:16]=1.CC(C[AlH]CC(C)C)C.Cl. Product: [Br:1][C:2]1[CH:12]=[CH:11][C:5]([CH2:6][OH:7])=[CH:4][C:3]=1[O:13][CH2:14][C:15]1[CH:20]=[CH:19][CH:18]=[CH:17][CH:16]=1. The catalyst class is: 2. (2) Reactant: [C:1]([O:5][C:6]([N:8]1[CH2:13][CH2:12][NH:11][CH:10]([C:14](=[O:16])[NH2:15])[CH2:9]1)=[O:7])([CH3:4])([CH3:3])[CH3:2].[CH:17](=O)[C:18]1[CH:23]=[CH:22][CH:21]=[CH:20][CH:19]=1.C(O[BH-](OC(=O)C)OC(=O)C)(=O)C.[Na+].ClCCl. Product: [CH2:17]([N:11]1[CH2:12][CH2:13][N:8]([C:6]([O:5][C:1]([CH3:4])([CH3:2])[CH3:3])=[O:7])[CH2:9][CH:10]1[C:14](=[O:16])[NH2:15])[C:18]1[CH:23]=[CH:22][CH:21]=[CH:20][CH:19]=1. The catalyst class is: 26. (3) Reactant: C(=O)([O-])[O-].[K+].[K+].[CH3:7][C@@H:8]1[CH2:13][N:12]([C:14]2[O:18][N:17]=[C:16]([C:19]([F:22])([F:21])[F:20])[N:15]=2)[CH2:11][CH2:10][N:9]1[C:23]1[N:28]=[CH:27][C:26]([OH:29])=[CH:25][N:24]=1.Cl[CH2:31][C:32]1[C:37]([C:38]#[N:39])=[CH:36][N:35]=[CH:34][CH:33]=1. Product: [CH3:7][C@@H:8]1[CH2:13][N:12]([C:14]2[O:18][N:17]=[C:16]([C:19]([F:22])([F:21])[F:20])[N:15]=2)[CH2:11][CH2:10][N:9]1[C:23]1[N:24]=[CH:25][C:26]([O:29][CH2:31][C:32]2[C:37]([C:38]#[N:39])=[CH:36][N:35]=[CH:34][CH:33]=2)=[CH:27][N:28]=1. The catalyst class is: 291. (4) Product: [C:28]([OH:33])(=[O:32])[C:29]([OH:31])=[O:30].[CH2:5]1[C:8]2([CH2:11][NH:10][CH2:9]2)[CH2:7][N:6]1[C:19]([O:21][C:22]([CH3:25])([CH3:24])[CH3:23])=[O:20]. The catalyst class is: 275. Reactant: C(Cl)(=O)C.[CH2:5]1[C:8]2([CH2:11][N:10](C(OC(C)(C)C)=O)[CH2:9]2)[CH2:7][N:6]1[C:19]([O:21][C:22]([CH3:25])([CH3:24])[CH3:23])=[O:20].[OH-].[K+].[C:28]([OH:33])(=[O:32])[C:29]([OH:31])=[O:30]. (5) Reactant: C([N:8]1[CH2:13][CH2:12][N:11]([C:14](=O)[CH2:15][C:16]2[CH:17]=[N:18][CH:19]=[CH:20][CH:21]=2)[CH2:10][CH2:9]1)(OC(C)(C)C)=O.B.C1COCC1. Product: [N:18]1[CH:19]=[CH:20][CH:21]=[C:16]([CH2:15][CH2:14][N:11]2[CH2:12][CH2:13][NH:8][CH2:9][CH2:10]2)[CH:17]=1. The catalyst class is: 1. (6) Reactant: [CH2:1]([N:8]1[N:12]=[N:11][C:10]([C:13]2[C:14]([NH:35][CH:36]3[CH2:41][CH2:40][CH2:39][CH2:38][CH2:37]3)=[N:15][C:16]([NH:19][C:20]3[CH:25]=[CH:24][C:23]([S:26]([CH3:34])(=[N:28]C(OCC)=O)=[O:27])=[CH:22][CH:21]=3)=[N:17][CH:18]=2)=[N:9]1)[C:2]1[CH:7]=[CH:6][CH:5]=[CH:4][CH:3]=1.C([O-])C.[Na+].[Na+].[Cl-]. Product: [CH2:1]([N:8]1[N:12]=[N:11][C:10]([C:13]2[C:14]([NH:35][CH:36]3[CH2:41][CH2:40][CH2:39][CH2:38][CH2:37]3)=[N:15][C:16]([NH:19][C:20]3[CH:25]=[CH:24][C:23]([S:26]([CH3:34])(=[NH:28])=[O:27])=[CH:22][CH:21]=3)=[N:17][CH:18]=2)=[N:9]1)[C:2]1[CH:3]=[CH:4][CH:5]=[CH:6][CH:7]=1. The catalyst class is: 8. (7) Reactant: F[C:2]1[C:3]([CH:8]2[CH2:13][CH2:12][N:11]([C:14]([O:16][C:17]([CH3:20])([CH3:19])[CH3:18])=[O:15])[CH2:10][CH2:9]2)=[N:4][CH:5]=[CH:6][N:7]=1.C([O-])([O-])=O.[Cs+].[Cs+].[NH:27]1[C:31]2[CH:32]=[CH:33][CH:34]=[CH:35][C:30]=2[N:29]=[C:28]1[C:36]([C:38]1[CH:43]=[CH:42][C:41]([OH:44])=[CH:40][CH:39]=1)=[O:37].CN1CCCC1=O. Product: [NH:27]1[C:31]2[CH:32]=[CH:33][CH:34]=[CH:35][C:30]=2[N:29]=[C:28]1[C:36]([C:38]1[CH:43]=[CH:42][C:41]([O:44][C:2]2[C:3]([CH:8]3[CH2:13][CH2:12][N:11]([C:14]([O:16][C:17]([CH3:20])([CH3:19])[CH3:18])=[O:15])[CH2:10][CH2:9]3)=[N:4][CH:5]=[CH:6][N:7]=2)=[CH:40][CH:39]=1)=[O:37]. The catalyst class is: 6.